This data is from Aqueous solubility values for 9,982 compounds from the AqSolDB database. The task is: Regression/Classification. Given a drug SMILES string, predict its absorption, distribution, metabolism, or excretion properties. Task type varies by dataset: regression for continuous measurements (e.g., permeability, clearance, half-life) or binary classification for categorical outcomes (e.g., BBB penetration, CYP inhibition). For this dataset (solubility_aqsoldb), we predict Y. (1) The compound is CCCCCCCCCCCCCC(=O)OCC(COC(=O)CCCCCCCCCCCCC)OC(=O)CCCCCCCCCCCCC. The Y is -8.65 log mol/L. (2) The compound is CS(=O)c1ccc2oc3ccc(C(=O)O)cc3c(=O)c2c1. The Y is -5.02 log mol/L.